From a dataset of Forward reaction prediction with 1.9M reactions from USPTO patents (1976-2016). Predict the product of the given reaction. (1) Given the reactants [CH3:1][O:2][C:3](=[O:11])[C:4]1[CH:9]=[CH:8][C:7]([NH2:10])=[N:6][CH:5]=1.Cl[CH2:13][C:14](=O)[CH3:15], predict the reaction product. The product is: [CH3:15][C:14]1[N:10]=[C:7]2[CH:8]=[CH:9][C:4]([C:3]([O:2][CH3:1])=[O:11])=[CH:5][N:6]2[CH:13]=1. (2) Given the reactants C(OC([N:8]1[CH2:20][C@@H:19]([CH3:21])[N:18]2[C@H:10]([CH2:11][C:12]3[C:17]2=[N:16][C:15]([CH:22]([OH:24])[CH3:23])=[CH:14][CH:13]=3)[CH2:9]1)=O)(C)(C)C.FC(F)(F)C(O)=O, predict the reaction product. The product is: [OH:24][C@H:22]([C:15]1[N:16]=[C:17]2[C:12](=[CH:13][CH:14]=1)[CH2:11][C@H:10]1[N:18]2[C@H:19]([CH3:21])[CH2:20][NH:8][CH2:9]1)[CH3:23]. (3) Given the reactants Cl[C:2]1[C:3]2[C:4](=[CH:15][N:16](CC3C=CC(OC)=CC=3)[N:17]=2)[N:5]=[C:6]([CH:8]2[CH2:13][CH2:12][N:11]([CH3:14])[CH2:10][CH2:9]2)[N:7]=1.[O:27]1[CH2:32][CH2:31][NH:30][C:29]2[CH:33]=[C:34]([NH2:37])[CH:35]=[CH:36][C:28]1=2.Cl, predict the reaction product. The product is: [CH3:14][N:11]1[CH2:10][CH2:9][CH:8]([C:6]2[N:7]=[C:2]([NH:37][C:34]3[CH:35]=[CH:36][C:28]4[O:27][CH2:32][CH2:31][NH:30][C:29]=4[CH:33]=3)[C:3]3[NH:17][N:16]=[CH:15][C:4]=3[N:5]=2)[CH2:13][CH2:12]1. (4) Given the reactants [C:1]([NH:4][C:5]1[S:6][C:7]2[C:13]3[N:14]([CH:20]4[CH2:25][CH2:24][N:23](C(C5CCN(C(OC(C)(C)C)=O)CC5)=O)[CH2:22][CH2:21]4)[N:15]=[C:16]([CH:17]4[CH2:19][CH2:18]4)[C:12]=3[CH2:11][CH2:10][C:8]=2[N:9]=1)(=[O:3])[CH3:2].FC(F)(F)C(O)=O, predict the reaction product. The product is: [CH:17]1([C:16]2[C:12]3[CH2:11][CH2:10][C:8]4[N:9]=[C:5]([NH:4][C:1](=[O:3])[CH3:2])[S:6][C:7]=4[C:13]=3[N:14]([CH:20]3[CH2:21][CH2:22][NH:23][CH2:24][CH2:25]3)[N:15]=2)[CH2:18][CH2:19]1. (5) Given the reactants [CH3:1][O:2][C:3]1[CH:4]=[C:5]([C:9]2[C:14]3[CH:15]=[C:16]([C:18]([O:20][CH3:21])=[O:19])[NH:17][C:13]=3[CH:12]=[CH:11][N:10]=2)[CH:6]=[CH:7][CH:8]=1.C([O-])([O-])=O.[K+].[K+].O1CCOCC1.Br[CH2:35][CH2:36][CH2:37][C:38]1[CH:43]=[CH:42][CH:41]=[CH:40][CH:39]=1, predict the reaction product. The product is: [CH3:1][O:2][C:3]1[CH:4]=[C:5]([C:9]2[C:14]3[CH:15]=[C:16]([C:18]([O:20][CH3:21])=[O:19])[N:17]([CH2:35][CH2:36][CH2:37][C:38]4[CH:43]=[CH:42][CH:41]=[CH:40][CH:39]=4)[C:13]=3[CH:12]=[CH:11][N:10]=2)[CH:6]=[CH:7][CH:8]=1.